Dataset: Catalyst prediction with 721,799 reactions and 888 catalyst types from USPTO. Task: Predict which catalyst facilitates the given reaction. (1) Reactant: Cl.[F:2][C:3]1[CH:8]=[CH:7][CH:6]=[CH:5][C:4]=1[C:9]1[CH:22]=[C:21]2[C:12]([N:13]3[C:18]([CH2:19][O:20]2)=[N:17][NH:16][C:15](=[O:23])[C@H:14]3[CH3:24])=[CH:11][C:10]=1[N:25]([CH3:31])[C:26]1([CH3:30])[CH2:29][NH:28][CH2:27]1.CCN(C(C)C)C(C)C.[C:41](Cl)(=[O:43])[CH3:42]. Product: [C:41]([N:28]1[CH2:27][C:26]([N:25]([CH3:31])[C:10]2[CH:11]=[C:12]3[C:21](=[CH:22][C:9]=2[C:4]2[CH:5]=[CH:6][CH:7]=[CH:8][C:3]=2[F:2])[O:20][CH2:19][C:18]2[N:13]3[C@H:14]([CH3:24])[C:15](=[O:23])[NH:16][N:17]=2)([CH3:30])[CH2:29]1)(=[O:43])[CH3:42]. The catalyst class is: 2. (2) Reactant: Cl.[NH2:2][C:3]1[CH:8]=[CH:7][C:6]([C:9]([N:11]2[CH2:16][CH2:15][CH:14]([NH:17][C:18]3[N:23]=[C:22]([C:24]4[CH:25]=[N:26][CH:27]=[CH:28][CH:29]=4)[C:21]([Cl:30])=[CH:20][N:19]=3)[CH2:13][CH2:12]2)=[O:10])=[CH:5][CH:4]=1.[Br:31][CH2:32]/[CH:33]=[CH:34]/[C:35](Cl)=[O:36].CCN(C(C)C)C(C)C. Product: [Br:31][CH2:32]/[CH:33]=[CH:34]/[C:35]([NH:2][C:3]1[CH:8]=[CH:7][C:6]([C:9]([N:11]2[CH2:12][CH2:13][CH:14]([NH:17][C:18]3[N:23]=[C:22]([C:24]4[CH:25]=[N:26][CH:27]=[CH:28][CH:29]=4)[C:21]([Cl:30])=[CH:20][N:19]=3)[CH2:15][CH2:16]2)=[O:10])=[CH:5][CH:4]=1)=[O:36]. The catalyst class is: 1.